Dataset: Forward reaction prediction with 1.9M reactions from USPTO patents (1976-2016). Task: Predict the product of the given reaction. (1) Given the reactants O[C:2]1[N:7]2[N:8]=[C:9]([C:11]3[CH:16]=[CH:15][C:14]([O:17][CH3:18])=[CH:13][CH:12]=3)[CH:10]=[C:6]2[N:5]=[C:4]([C:19]([O:21][CH2:22][CH3:23])=[O:20])[CH:3]=1.P(Cl)(Cl)([Cl:26])=O, predict the reaction product. The product is: [Cl:26][C:2]1[N:7]2[N:8]=[C:9]([C:11]3[CH:16]=[CH:15][C:14]([O:17][CH3:18])=[CH:13][CH:12]=3)[CH:10]=[C:6]2[N:5]=[C:4]([C:19]([O:21][CH2:22][CH3:23])=[O:20])[CH:3]=1. (2) The product is: [O:36]1[CH2:40][CH2:39][CH2:38][CH:37]1[CH2:41][NH:42][C:30](=[O:32])[CH:29]([C:26]1[CH:27]=[CH:28][C:23]([C:21]2[CH:20]=[CH:19][C:18]3[N:14]([C:10]4[CH:11]=[CH:12][CH:13]=[C:8]([NH:7][C:5]([NH:4][CH2:3][C:2]([F:1])([F:35])[F:34])=[O:6])[CH:9]=4)[CH:15]=[N:16][C:17]=3[CH:22]=2)=[CH:24][CH:25]=1)[CH3:33]. Given the reactants [F:1][C:2]([F:35])([F:34])[CH2:3][NH:4][C:5]([NH:7][C:8]1[CH:9]=[C:10]([N:14]2[C:18]3[CH:19]=[CH:20][C:21]([C:23]4[CH:28]=[CH:27][C:26]([CH:29]([CH3:33])[C:30]([OH:32])=O)=[CH:25][CH:24]=4)=[CH:22][C:17]=3[N:16]=[CH:15]2)[CH:11]=[CH:12][CH:13]=1)=[O:6].[O:36]1[CH:40]=[CH:39][CH:38]=[C:37]1[CH2:41][NH2:42], predict the reaction product. (3) Given the reactants [C:1]([C:3]1[CH:4]=[CH:5][C:6]([C:9]([O:11]C)=[O:10])=[N:7][CH:8]=1)#[N:2].[Li+].[OH-].C(O)(=O)CC(CC(O)=O)(C(O)=O)O, predict the reaction product. The product is: [C:1]([C:3]1[CH:4]=[CH:5][C:6]([C:9]([OH:11])=[O:10])=[N:7][CH:8]=1)#[N:2].